Dataset: Full USPTO retrosynthesis dataset with 1.9M reactions from patents (1976-2016). Task: Predict the reactants needed to synthesize the given product. (1) Given the product [C:22]([C:21]1[CH:20]=[CH:19][C:18]([NH:17][C:4]2[N:5]=[C:6]([CH2:8][C:9]3[C:14]([Cl:15])=[CH:13][CH:12]=[CH:11][C:10]=3[Cl:16])[N:7]=[C:2]([NH:1][C:26](=[O:28])[CH3:27])[N:3]=2)=[CH:25][CH:24]=1)#[N:23], predict the reactants needed to synthesize it. The reactants are: [NH2:1][C:2]1[N:7]=[C:6]([CH2:8][C:9]2[C:14]([Cl:15])=[CH:13][CH:12]=[CH:11][C:10]=2[Cl:16])[N:5]=[C:4]([NH:17][C:18]2[CH:25]=[CH:24][C:21]([C:22]#[N:23])=[CH:20][CH:19]=2)[N:3]=1.[C:26](OC(=O)C)(=[O:28])[CH3:27]. (2) Given the product [NH2:1][C:2]1[C:11]2[CH:10]=[CH:9][CH:8]=[C:7]([C:25]3[CH:26]=[N:27][C:22]([CH3:21])=[CH:23][CH:24]=3)[C:6]=2[N:5]=[C:4]2[CH2:13][N:14]([CH:17]3[CH2:20][CH2:19][CH2:18]3)[C:15](=[O:16])[C:3]=12, predict the reactants needed to synthesize it. The reactants are: [NH2:1][C:2]1[C:11]2[CH:10]=[CH:9][CH:8]=[C:7](Br)[C:6]=2[N:5]=[C:4]2[CH2:13][N:14]([CH:17]3[CH2:20][CH2:19][CH2:18]3)[C:15](=[O:16])[C:3]=12.[CH3:21][C:22]1[N:27]=[CH:26][C:25](B(O)O)=[CH:24][CH:23]=1. (3) Given the product [Br:12][C:7]1[CH:6]=[C:5]2[C:10](=[CH:9][CH:8]=1)[NH:1][C:2](=[O:11])[CH2:3][CH2:4]2, predict the reactants needed to synthesize it. The reactants are: [NH:1]1[C:10]2[C:5](=[CH:6][CH:7]=[CH:8][CH:9]=2)[CH2:4][CH2:3][C:2]1=[O:11].[Br:12]N1C(=O)CCC1=O.O. (4) Given the product [Br:47][C:8]1[N:9]([C:28]2[C:37]3[C:32](=[CH:33][CH:34]=[C:35]([O:38][CH3:39])[CH:36]=3)[C:31]([CH:40]3[CH2:42][CH2:41]3)=[CH:30][CH:29]=2)[C:10]([S:13][CH2:14][C:15]([NH:17][C:18]2[CH:26]=[CH:25][C:21]([C:22]([OH:24])=[O:23])=[CH:20][C:19]=2[Cl:27])=[O:16])=[N:11][N:12]=1, predict the reactants needed to synthesize it. The reactants are: ClC(Cl)C(O)=O.N[C:8]1[N:9]([C:28]2[C:37]3[C:32](=[CH:33][CH:34]=[C:35]([O:38][CH3:39])[CH:36]=3)[C:31]([CH:40]3[CH2:42][CH2:41]3)=[CH:30][CH:29]=2)[C:10]([S:13][CH2:14][C:15]([NH:17][C:18]2[CH:26]=[CH:25][C:21]([C:22]([OH:24])=[O:23])=[CH:20][C:19]=2[Cl:27])=[O:16])=[N:11][N:12]=1.N([O-])=O.[Na+].[Br:47]CBr.